Predict the product of the given reaction. From a dataset of Forward reaction prediction with 1.9M reactions from USPTO patents (1976-2016). (1) Given the reactants [Cl:1][C:2]1[N:6]2[CH:7]=[C:8]([Cl:15])[CH:9]=[C:10]([C:11]([F:14])([F:13])[F:12])[C:5]2=[N:4][C:3]=1[C:16]([O:18]CC)=O.[OH-].[Na+].Cl.[NH:24]1[CH2:29][CH2:28][CH:27]([N:30]2[CH2:34][CH2:33][CH2:32][C:31]2=[O:35])[CH2:26][CH2:25]1.C(N(C(C)C)C(C)C)C.F[P-](F)(F)(F)(F)F.CN(C(ON1C2=NC=CC=C2N=N1)=[N+](C)C)C, predict the reaction product. The product is: [Cl:1][C:2]1[N:6]2[CH:7]=[C:8]([Cl:15])[CH:9]=[C:10]([C:11]([F:12])([F:13])[F:14])[C:5]2=[N:4][C:3]=1[C:16]([N:24]1[CH2:25][CH2:26][CH:27]([N:30]2[CH2:34][CH2:33][CH2:32][C:31]2=[O:35])[CH2:28][CH2:29]1)=[O:18]. (2) Given the reactants [CH2:1]([C:3]1([CH3:9])[CH2:8][CH2:7][NH:6][CH2:5][CH2:4]1)[CH3:2].CCN(C(C)C)C(C)C.[Br:19][C:20]1[C:21](Cl)=[C:22]([C:28](=[O:35])[C:29]([O:31][CH:32]([CH3:34])[CH3:33])=[O:30])[C:23]([CH3:27])=[N:24][C:25]=1[CH3:26], predict the reaction product. The product is: [Br:19][C:20]1[C:21]([N:6]2[CH2:7][CH2:8][C:3]([CH2:1][CH3:2])([CH3:9])[CH2:4][CH2:5]2)=[C:22]([C:28](=[O:35])[C:29]([O:31][CH:32]([CH3:33])[CH3:34])=[O:30])[C:23]([CH3:27])=[N:24][C:25]=1[CH3:26]. (3) Given the reactants C[O:2][C:3]([C:5]1[O:6][C:7]([CH3:19])=[C:8]([CH2:10][O:11][C:12]2[CH:17]=[CH:16][C:15]([I:18])=[CH:14][CH:13]=2)[CH:9]=1)=[O:4].[OH-].[Li+].Cl, predict the reaction product. The product is: [I:18][C:15]1[CH:16]=[CH:17][C:12]([O:11][CH2:10][C:8]2[CH:9]=[C:5]([C:3]([OH:4])=[O:2])[O:6][C:7]=2[CH3:19])=[CH:13][CH:14]=1. (4) The product is: [C:1]([O:7][CH2:8][C@@H:9]([O:29][C:30]([CH3:33])([CH3:32])[CH3:31])[C:10]1[C:11]([C:22]2[CH:27]=[CH:26][C:25]([Cl:28])=[CH:24][CH:23]=2)=[C:12]2[C:17](=[CH:18][C:19]=1[CH3:34])[N:16]=[C:15]([CH3:21])[CH:14]=[CH:13]2)(=[O:6])[C:2]([CH3:3])([CH3:4])[CH3:5]. Given the reactants [C:1]([O:7][CH2:8][C@@H:9]([O:29][C:30]([CH3:33])([CH3:32])[CH3:31])[C:10]1[C:11]([C:22]2[CH:27]=[CH:26][C:25]([Cl:28])=[CH:24][CH:23]=2)=[C:12]2[C:17](=[CH:18][C:19]=1Cl)[N:16]=[C:15]([CH3:21])[CH:14]=[CH:13]2)(=[O:6])[C:2]([CH3:5])([CH3:4])[CH3:3].[C:34](OC[C@H](C1C(C2C=CC(Cl)=CC=2)=C2C(=CC=1C)N=C(C)C=C2)O)(=O)C(C)(C)C, predict the reaction product. (5) The product is: [ClH:1].[NH2:28][CH2:27][CH2:26][CH2:25][C:24]1[N:14]([C@@H:7]2[CH2:6][C:5]3[C:10](=[C:11]([F:13])[CH:12]=[C:3]([F:2])[CH:4]=3)[O:9][CH2:8]2)[C:41](=[S:40])[NH:42][CH:23]=1. Given the reactants [ClH:1].[F:2][C:3]1[CH:4]=[C:5]2[C:10](=[C:11]([F:13])[CH:12]=1)[O:9][CH2:8][C@H:7]([NH2:14])[CH2:6]2.[Si](O[CH2:23][C:24](=O)[CH2:25][CH2:26][CH2:27][N:28]1C(=O)C2C(=CC=CC=2)C1=O)(C(C)(C)C)(C)C.[S-:40][C:41]#[N:42].[K+].[BH4-].[Na+], predict the reaction product. (6) Given the reactants [CH3:1][CH:2]([CH3:6])[C@@H:3]([OH:5])[CH3:4].[H-].[Na+].Cl[C:10]1[CH:11]=[CH:12][C:13]2[CH2:14][N:15]([C:21]([O:23][C:24]([CH3:27])([CH3:26])[CH3:25])=[O:22])[CH2:16][CH2:17][O:18][C:19]=2[N:20]=1.O, predict the reaction product. The product is: [CH3:4][C@H:3]([O:5][C:10]1[CH:11]=[CH:12][C:13]2[CH2:14][N:15]([C:21]([O:23][C:24]([CH3:27])([CH3:26])[CH3:25])=[O:22])[CH2:16][CH2:17][O:18][C:19]=2[N:20]=1)[CH:2]([CH3:6])[CH3:1]. (7) The product is: [CH3:23][N:20]1[CH2:21][CH2:22][CH:17]([NH:53][C:54]2[CH:59]=[CH:58][C:57]([OH:60])=[CH:56][CH:55]=2)[CH2:18][CH2:19]1. Given the reactants S1C2C=CC=CC=2N=C1N(COCC[Si](C)(C)C)C(C1C=CC=[C:17]2[C:22]=1[CH2:21][N:20]([C:23]1SC(CN3CCN(C4C=CC=CC=4)CC3)=C(C(OC)=O)N=1)[CH2:19][CH2:18]2)=O.[NH2:53][C:54]1[CH:59]=[CH:58][C:57]([OH:60])=[CH:56][CH:55]=1.CN1CCC(=O)CC1, predict the reaction product. (8) Given the reactants [C:1]1(=[O:8])[O:7][CH2:6][CH2:5][CH2:4][CH2:3][CH2:2]1.[CH2:9]1[O:16][C:14](=[O:15])[CH2:13][O:12][C:10]1=[O:11].C(O)(=O)CO, predict the reaction product. The product is: [C:1]1(=[O:8])[O:7][CH2:6][CH2:5][CH2:4][CH2:3][CH2:2]1.[CH2:9]1[O:16][C:14](=[O:15])[CH2:13][O:12][C:10]1=[O:11]. (9) Given the reactants CO[C:3]1[CH:8]=[C:7](N2CCN(C)CC2)[C:6]([N+:16]([O-])=O)=[CH:5][C:4]=1[NH:19][C:20]1[N:25]=[C:24]([C:26]2[C:34]3[C:29](=[CH:30][CH:31]=[CH:32][CH:33]=3)[N:28]([CH3:35])[CH:27]=2)[CH:23]=[CH:22][N:21]=1.[NH4+:36].[Cl-].[CH2:38]([OH:40])C, predict the reaction product. The product is: [CH3:38][O:40][C:7]1[CH:8]=[C:3]([N:36]2[CH2:30][CH2:29][N:28]([CH3:35])[CH2:27][CH2:26]2)[C:4]([NH:19][C:20]2[N:25]=[C:24]([C:26]3[C:34]4[C:29](=[CH:30][CH:31]=[CH:32][CH:33]=4)[N:28]([CH3:35])[CH:27]=3)[CH:23]=[CH:22][N:21]=2)=[CH:5][C:6]=1[NH2:16].